From a dataset of Reaction yield outcomes from USPTO patents with 853,638 reactions. Predict the reaction yield, written as a fraction of the theoretical maximum amount of product (1.0 means a 100% yield; for example, 0.34 means a 34% yield). (1) The reactants are [I:1][CH3:2].[N:3]1([C:19]([O:21][C:22]([CH3:25])([CH3:24])[CH3:23])=[O:20])[CH:7]2[CH2:8][N:9]([C:12]([O:14][C:15]([CH3:18])([CH3:17])[CH3:16])=[O:13])[CH2:10][CH2:11][N:6]2[CH2:5][CH2:4]1. The catalyst is C(#N)C. The product is [I-:1].[C:22]([O:21][C:19]([N:3]1[CH:7]2[CH2:8][N:9]([C:12]([O:14][C:15]([CH3:16])([CH3:17])[CH3:18])=[O:13])[CH2:10][CH2:11][N+:6]2([CH3:2])[CH2:5][CH2:4]1)=[O:20])([CH3:25])([CH3:24])[CH3:23]. The yield is 0.590. (2) The reactants are C([C:4]1[CH:5]=[C:6]([Br:18])[CH:7]=[C:8]2[C:13]=1[O:12][C:11]([CH3:15])([CH3:14])[CH2:10][C:9]2([CH3:17])[CH3:16])(=O)C.ClC1C=[C:22](C=CC=1)[C:23]([O:25]O)=[O:24].C(OCC)(=O)C. The catalyst is ClCCl.CCCCCC. The product is [C:23]([O:25][C:4]1[CH:5]=[C:6]([Br:18])[CH:7]=[C:8]2[C:13]=1[O:12][C:11]([CH3:14])([CH3:15])[CH2:10][C:9]2([CH3:16])[CH3:17])(=[O:24])[CH3:22]. The yield is 0.920. (3) The reactants are [Br:1][C:2]1[C:11]2[C:6](=[CH:7][CH:8]=[C:9]([O:12][CH3:13])[CH:10]=2)[C:5](=O)[NH:4][CH:3]=1.O=P(Cl)(Cl)[Cl:17]. No catalyst specified. The product is [Br:1][C:2]1[C:11]2[C:6](=[CH:7][CH:8]=[C:9]([O:12][CH3:13])[CH:10]=2)[C:5]([Cl:17])=[N:4][CH:3]=1. The yield is 0.650. (4) The reactants are [CH2:1]([C:5]1[N:10]=[C:9]([CH3:11])[N:8]([CH2:12][C:13](=O)[C:14]([CH3:17])([CH3:16])[CH3:15])[C:7](=[O:19])[C:6]=1[CH2:20][C:21]1[CH:26]=[CH:25][C:24]([C:27]2[CH:32]=[CH:31][CH:30]=[CH:29][C:28]=2[C:33]2[NH:37][C:36](=[O:38])[O:35][N:34]=2)=[CH:23][C:22]=1[F:39])[CH2:2][CH2:3][CH3:4].Cl.[NH2:41][O:42][CH:43]([CH3:45])[CH3:44].N1C=CC=CC=1. The catalyst is C(OCC)(=O)C. The product is [CH2:1]([C:5]1[N:10]=[C:9]([CH3:11])[N:8]([CH2:12]/[C:13](=[N:41]\[O:42][CH:43]([CH3:45])[CH3:44])/[C:14]([CH3:15])([CH3:16])[CH3:17])[C:7](=[O:19])[C:6]=1[CH2:20][C:21]1[CH:26]=[CH:25][C:24]([C:27]2[CH:32]=[CH:31][CH:30]=[CH:29][C:28]=2[C:33]2[NH:37][C:36](=[O:38])[O:35][N:34]=2)=[CH:23][C:22]=1[F:39])[CH2:2][CH2:3][CH3:4]. The yield is 0.220. (5) The reactants are [CH3:1][N:2]([C:31]([O:33][CH2:34][CH:35]1[C:47]2[CH:46]=[CH:45][CH:44]=[CH:43][C:42]=2[C:41]2[C:36]1=[CH:37][CH:38]=[CH:39][CH:40]=2)=[O:32])[N:3]([CH3:30])[CH2:4][C:5]1[N:6]([CH2:14][CH2:15][C:16](=[O:29])OC2C(F)=C(F)C(F)=C(F)C=2F)[C:7]2[C:12]([CH:13]=1)=[CH:11][CH:10]=[CH:9][CH:8]=2.O.Cl.[NH:50]1[CH2:55][CH2:54][C:53](=[O:56])[CH2:52][CH2:51]1.CCN(C(C)C)C(C)C.ClCCCl. The catalyst is CCOC(C)=O.CN(C=O)C. The product is [CH3:1][N:2]([C:31]([O:33][CH2:34][CH:35]1[C:36]2[CH:37]=[CH:38][CH:39]=[CH:40][C:41]=2[C:42]2[C:47]1=[CH:46][CH:45]=[CH:44][CH:43]=2)=[O:32])[N:3]([CH3:30])[CH2:4][C:5]1[N:6]([CH2:14][CH2:15][C:16](=[O:29])[N:50]2[CH2:55][CH2:54][C:53](=[O:56])[CH2:52][CH2:51]2)[C:7]2[C:12]([CH:13]=1)=[CH:11][CH:10]=[CH:9][CH:8]=2. The yield is 0.580. (6) The reactants are [C:1]1([N:7]2[C:15]3[C:10](=[CH:11][CH:12]=[CH:13][CH:14]=3)[C:9]([CH:16]=[O:17])=[C:8]2[N:18]2[CH2:23][CH2:22][NH:21][CH2:20][CH2:19]2)[CH:6]=[CH:5][CH:4]=[CH:3][CH:2]=1.[CH2:24]([CH:26]1[O:28][CH2:27]1)Br.C(=O)([O-])[O-].[K+].[K+]. The catalyst is C(#N)C. The product is [O:28]1[CH2:27][CH:26]1[CH2:24][N:21]1[CH2:22][CH2:23][N:18]([C:8]2[N:7]([C:1]3[CH:2]=[CH:3][CH:4]=[CH:5][CH:6]=3)[C:15]3[C:10]([C:9]=2[CH:16]=[O:17])=[CH:11][CH:12]=[CH:13][CH:14]=3)[CH2:19][CH2:20]1. The yield is 0.410.